Dataset: Full USPTO retrosynthesis dataset with 1.9M reactions from patents (1976-2016). Task: Predict the reactants needed to synthesize the given product. (1) Given the product [ClH:1].[Cl:1][C:2]1[CH:21]=[CH:20][C:5]([O:6][C:7]2[CH:19]=[CH:18][C:10]([O:11][CH:12]3[CH2:17][CH2:16][NH:15][CH2:14][CH2:13]3)=[CH:9][CH:8]=2)=[CH:4][CH:3]=1, predict the reactants needed to synthesize it. The reactants are: [Cl:1][C:2]1[CH:21]=[CH:20][C:5]([O:6][C:7]2[CH:19]=[CH:18][C:10]([O:11][CH:12]3[CH2:17][CH2:16][NH:15][CH2:14][CH2:13]3)=[CH:9][CH:8]=2)=[CH:4][CH:3]=1.Cl. (2) Given the product [CH2:21]([NH:23][C:24]([O:14][C:10]1[CH:9]=[C:8]([C:7]2[CH:6]=[CH:5][C:4]([CH:15]([CH3:20])[C:16]([O:18][CH3:19])=[O:17])=[CH:3][C:2]=2[F:1])[CH:13]=[CH:12][CH:11]=1)=[O:25])[CH3:22], predict the reactants needed to synthesize it. The reactants are: [F:1][C:2]1[CH:3]=[C:4]([CH:15]([CH3:20])[C:16]([O:18][CH3:19])=[O:17])[CH:5]=[CH:6][C:7]=1[C:8]1[CH:13]=[CH:12][CH:11]=[C:10]([OH:14])[CH:9]=1.[CH2:21]([N:23]=[C:24]=[O:25])[CH3:22]. (3) Given the product [Br:1][C:2]([CH3:7])([CH3:6])[C:3]([NH:15][CH2:8][C:9]1[CH:14]=[CH:13][CH:12]=[CH:11][CH:10]=1)=[O:4], predict the reactants needed to synthesize it. The reactants are: [Br:1][C:2]([CH3:7])([CH3:6])[C:3](Br)=[O:4].[CH2:8]([NH2:15])[C:9]1[CH:14]=[CH:13][CH:12]=[CH:11][CH:10]=1. (4) Given the product [CH2:1]([O:3][C:4](=[O:37])[CH2:5][N:6]1[C:14]2[CH2:13][CH2:12][CH2:11][C@@H:10]([N:15]([S:17]([C:20]3[CH:21]=[N:22][C:23]([O:29][C:30]4[CH:31]=[CH:32][C:33]([Cl:36])=[CH:34][CH:35]=4)=[C:24]([CH:26]([CH3:28])[CH3:27])[CH:25]=3)(=[O:18])=[O:19])[CH3:16])[C:9]=2[CH:8]=[N:7]1)[CH3:2], predict the reactants needed to synthesize it. The reactants are: [CH2:1]([O:3][C:4](=[O:37])[CH2:5][N:6]1[C:14]2[CH2:13][CH2:12][CH2:11][C@@H:10]([N:15]([S:17]([C:20]3[CH:21]=[N:22][C:23]([O:29][C:30]4[CH:35]=[CH:34][C:33]([Cl:36])=[CH:32][CH:31]=4)=[C:24]([C:26]([CH3:28])=[CH2:27])[CH:25]=3)(=[O:19])=[O:18])[CH3:16])[C:9]=2[CH:8]=[N:7]1)[CH3:2].